Dataset: Forward reaction prediction with 1.9M reactions from USPTO patents (1976-2016). Task: Predict the product of the given reaction. (1) Given the reactants O1[C:5]2([CH2:10][CH2:9][CH:8]([N:11]3[C:15]4=[N:16][CH:17]=[N:18][C:19]([NH2:20])=[C:14]4[C:13]([I:21])=[N:12]3)[CH2:7][CH2:6]2)[O:4]CC1.Cl, predict the reaction product. The product is: [NH2:20][C:19]1[N:18]=[CH:17][N:16]=[C:15]2[N:11]([CH:8]3[CH2:7][CH2:6][C:5](=[O:4])[CH2:10][CH2:9]3)[N:12]=[C:13]([I:21])[C:14]=12. (2) Given the reactants Cl.C([O:4][P:5]([CH2:10][C:11]1[CH:16]=[CH:15][C:14]([C:17]([NH:19][C:20]2[CH:25]=[CH:24][CH:23]=[C:22]([C:26]3[C:35]4[C:30](=[CH:31][C:32]([O:41][CH3:42])=[C:33]5[O:38][C:37]([CH3:40])([CH3:39])[CH2:36][C:34]5=4)[CH2:29][C:28]([CH3:44])([CH3:43])[N:27]=3)[CH:21]=2)=[O:18])=[CH:13][CH:12]=1)(=[O:9])[O:6]CC)C.C[Si](Br)(C)C, predict the reaction product. The product is: [CH3:42][O:41][C:32]1[CH:31]=[C:30]2[C:35](=[C:34]3[CH2:36][C:37]([CH3:40])([CH3:39])[O:38][C:33]=13)[C:26]([C:22]1[CH:21]=[C:20]([NH:19][C:17]([C:14]3[CH:13]=[CH:12][C:11]([CH2:10][P:5](=[O:4])([OH:6])[OH:9])=[CH:16][CH:15]=3)=[O:18])[CH:25]=[CH:24][CH:23]=1)=[N:27][C:28]([CH3:44])([CH3:43])[CH2:29]2. (3) Given the reactants [CH3:1][Si:2]([CH3:12])([CH3:11])[C:3]1[CH:10]=[CH:9][C:6]([CH:7]=O)=[CH:5][CH:4]=1.Cl.[F:14][C:15]([F:27])([F:26])[O:16][C:17]1[CH:18]=[C:19]([CH2:23][CH2:24][NH2:25])[CH:20]=[CH:21][CH:22]=1.C(N(CC)CC)C.[BH4-].[Na+], predict the reaction product. The product is: [F:14][C:15]([F:26])([F:27])[O:16][C:17]1[CH:18]=[C:19]([CH2:23][CH2:24][NH:25][CH2:7][C:6]2[CH:9]=[CH:10][C:3]([Si:2]([CH3:12])([CH3:11])[CH3:1])=[CH:4][CH:5]=2)[CH:20]=[CH:21][CH:22]=1. (4) Given the reactants Cl.[CH3:2][O:3][C:4](=[O:9])[C@H:5]([CH2:7][OH:8])[NH2:6].CCN(CC)CC.Cl[C:18]([C:31]1[CH:36]=[CH:35][CH:34]=[CH:33][CH:32]=1)([C:25]1[CH:30]=[CH:29][CH:28]=[CH:27][CH:26]=1)[C:19]1[CH:24]=[CH:23][CH:22]=[CH:21][CH:20]=1, predict the reaction product. The product is: [OH:8][CH2:7][C@H:5]([NH:6][C:18]([C:19]1[CH:24]=[CH:23][CH:22]=[CH:21][CH:20]=1)([C:31]1[CH:32]=[CH:33][CH:34]=[CH:35][CH:36]=1)[C:25]1[CH:26]=[CH:27][CH:28]=[CH:29][CH:30]=1)[C:4]([O:3][CH3:2])=[O:9].